Dataset: Full USPTO retrosynthesis dataset with 1.9M reactions from patents (1976-2016). Task: Predict the reactants needed to synthesize the given product. (1) Given the product [I:11][C:6]1[C:5]2[C:9](=[CH:10][CH:2]=[CH:3][CH:4]=2)[NH:8][N:7]=1, predict the reactants needed to synthesize it. The reactants are: Br[C:2]1[CH:10]=[C:9]2[C:5]([CH:6]=[N:7][NH:8]2)=[CH:4][CH:3]=1.[I:11]I.[OH-].[K+]. (2) Given the product [C:4]([C:5]1[CH:10]=[C:9]([NH:11][C:12](=[O:17])[C:13]([F:15])([F:16])[F:14])[CH:8]=[C:7]([S:18]([F:20])([F:19])([F:22])([F:23])[F:21])[CH:6]=1)(=[O:24])[CH3:26], predict the reactants needed to synthesize it. The reactants are: CON(C)[C:4](=[O:24])[C:5]1[CH:10]=[C:9]([NH:11][C:12](=[O:17])[C:13]([F:16])([F:15])[F:14])[CH:8]=[C:7]([S:18]([F:23])([F:22])([F:21])([F:20])[F:19])[CH:6]=1.[CH3:26][Si]([N-][Si](C)(C)C)(C)C.[Li+].C[Mg]Br. (3) Given the product [S:40]([O:12][CH2:11][C@:10]1([O:14][C@H:15]([CH2:25][O:26][Si:27]([C:30]([CH3:33])([CH3:32])[CH3:31])([CH3:28])[CH3:29])[C@@H:16]([O:17][CH2:18][C:19]2[CH:24]=[CH:23][CH:22]=[CH:21][CH:20]=2)[C@@H:9]1[O:8][CH2:1][C:2]1[CH:3]=[CH:4][CH:5]=[CH:6][CH:7]=1)[OH:13])([C:37]1[CH:38]=[CH:39][C:34]([CH3:44])=[CH:35][CH:36]=1)(=[O:42])=[O:41], predict the reactants needed to synthesize it. The reactants are: [CH2:1]([O:8][C@H:9]1[C@H:16]([O:17][CH2:18][C:19]2[CH:24]=[CH:23][CH:22]=[CH:21][CH:20]=2)[C@@H:15]([CH2:25][O:26][Si:27]([C:30]([CH3:33])([CH3:32])[CH3:31])([CH3:29])[CH3:28])[O:14][C@:10]1([OH:13])[CH2:11][OH:12])[C:2]1[CH:7]=[CH:6][CH:5]=[CH:4][CH:3]=1.[C:34]1([CH3:44])[CH:39]=[CH:38][C:37]([S:40](Cl)(=[O:42])=[O:41])=[CH:36][CH:35]=1.